Dataset: TCR-epitope binding with 47,182 pairs between 192 epitopes and 23,139 TCRs. Task: Binary Classification. Given a T-cell receptor sequence (or CDR3 region) and an epitope sequence, predict whether binding occurs between them. The epitope is YVFCTVNAL. The TCR CDR3 sequence is CATIQGAGEAFF. Result: 1 (the TCR binds to the epitope).